This data is from Catalyst prediction with 721,799 reactions and 888 catalyst types from USPTO. The task is: Predict which catalyst facilitates the given reaction. (1) Reactant: [F:1][C:2]1[CH:7]=[CH:6][C:5]([C:8](=O)[CH:9](O[Si](C(C)(C)C)(C)C)[C:10]2[CH:15]=[CH:14][N:13]=[CH:12][CH:11]=2)=[CH:4][CH:3]=1.[NH2:25][C:26]1[CH:31]=[N:30][CH:29]=[CH:28][N:27]=1.Cl. Product: [N:13]1[CH:12]=[CH:11][C:10]([C:9]2[C:31]3[C:26](=[N:27][CH:28]=[CH:29][N:30]=3)[NH:25][C:8]=2[C:5]2[CH:4]=[CH:3][C:2]([F:1])=[CH:7][CH:6]=2)=[CH:15][CH:14]=1. The catalyst class is: 6. (2) Reactant: [CH3:1][C:2]1[CH:3]=[C:4]([CH2:8][C:9]([OH:11])=O)[CH:5]=[CH:6][CH:7]=1.Cl.[CH3:13][NH:14][O:15][CH3:16].C(Cl)CCl.C1C=CC2N(O)N=NC=2C=1.C(N(CC)C(C)C)(C)C. Product: [CH3:16][O:15][N:14]([CH3:13])[C:9](=[O:11])[CH2:8][C:4]1[CH:5]=[CH:6][CH:7]=[C:2]([CH3:1])[CH:3]=1. The catalyst class is: 31. (3) Reactant: [Si:1]([O:8][C@H:9]([C@@H:18]([O:30][Si:31]([C:34]([CH3:37])([CH3:36])[CH3:35])([CH3:33])[CH3:32])[CH2:19][C@@H:20]([O:22][Si:23]([C:26]([CH3:29])([CH3:28])[CH3:27])([CH3:25])[CH3:24])[CH3:21])/[CH:10]=[C:11](\[CH3:17])/[C:12](OCC)=[O:13])([C:4]([CH3:7])([CH3:6])[CH3:5])([CH3:3])[CH3:2].CC(C[AlH]CC(C)C)C. Product: [Si:1]([O:8][C@H:9]([C@@H:18]([O:30][Si:31]([C:34]([CH3:35])([CH3:37])[CH3:36])([CH3:32])[CH3:33])[CH2:19][C@@H:20]([O:22][Si:23]([C:26]([CH3:29])([CH3:28])[CH3:27])([CH3:24])[CH3:25])[CH3:21])/[CH:10]=[C:11](\[CH3:17])/[CH2:12][OH:13])([C:4]([CH3:7])([CH3:6])[CH3:5])([CH3:3])[CH3:2]. The catalyst class is: 4. (4) Reactant: [NH2:1][C:2]1[CH:3]=[N:4][CH:5]=[CH:6][C:7]=1[N:8]1[CH2:13][C@H:12]([CH3:14])[C@H:11]([N:15]([CH3:19])[C:16](=[O:18])[CH3:17])[C@H:10]([NH:20][C:21](=[O:27])[O:22][C:23]([CH3:26])([CH3:25])[CH3:24])[CH2:9]1.[C:28](N1C=CN=C1)(N1C=CN=C1)=[S:29]. Product: [N:1]([C:2]1[CH:3]=[N:4][CH:5]=[CH:6][C:7]=1[N:8]1[CH2:13][C@H:12]([CH3:14])[C@H:11]([N:15]([CH3:19])[C:16](=[O:18])[CH3:17])[C@H:10]([NH:20][C:21](=[O:27])[O:22][C:23]([CH3:26])([CH3:25])[CH3:24])[CH2:9]1)=[C:28]=[S:29]. The catalyst class is: 7. (5) Reactant: [C:1]([C:4]1[S:5][CH:6]=[C:7]2[C:12]=1[C:11](=[O:13])[N:10]([C:14]1[CH:19]=[C:18]([S:20]([N:23]3[C:32]4[C:27](=[CH:28][CH:29]=[CH:30][CH:31]=4)[CH2:26][CH2:25][CH2:24]3)(=[O:22])=[O:21])[CH:17]=[CH:16][C:15]=1[Cl:33])[C:9](=[O:34])[NH:8]2)(O)=[O:2].C(N1C=CN=C1)([N:37]1C=CN=C1)=O.N. Product: [C:1]([C:4]1[S:5][CH:6]=[C:7]2[C:12]=1[C:11](=[O:13])[N:10]([C:14]1[CH:19]=[C:18]([S:20]([N:23]3[C:32]4[C:27](=[CH:28][CH:29]=[CH:30][CH:31]=4)[CH2:26][CH2:25][CH2:24]3)(=[O:22])=[O:21])[CH:17]=[CH:16][C:15]=1[Cl:33])[C:9](=[O:34])[NH:8]2)(=[O:2])[NH2:37]. The catalyst class is: 54.